From a dataset of Peptide-MHC class I binding affinity with 185,985 pairs from IEDB/IMGT. Regression. Given a peptide amino acid sequence and an MHC pseudo amino acid sequence, predict their binding affinity value. This is MHC class I binding data. (1) The peptide sequence is RVCWLHECT. The MHC is HLA-A11:01 with pseudo-sequence HLA-A11:01. The binding affinity (normalized) is 0. (2) The peptide sequence is SASDMQKFTI. The MHC is HLA-A02:06 with pseudo-sequence HLA-A02:06. The binding affinity (normalized) is 0.228. (3) The MHC is HLA-A26:01 with pseudo-sequence HLA-A26:01. The binding affinity (normalized) is 0. The peptide sequence is AFEDLRLLSF. (4) The peptide sequence is LYSSTVPVF. The MHC is Patr-A0301 with pseudo-sequence Patr-A0301. The binding affinity (normalized) is 0.